From a dataset of Experimentally validated miRNA-target interactions with 360,000+ pairs, plus equal number of negative samples. Binary Classification. Given a miRNA mature sequence and a target amino acid sequence, predict their likelihood of interaction. (1) The miRNA is mmu-miR-935 with sequence CCCAGUUACCGCUUCCGCUACCGC. The protein sequence of the target gene is MRSRGSDTEGSAQKKFPRHTKGHSFQGPKNMKHRQQDKDSPSESDVILPCPKAEKPHSGNGHQAEDLSRDDLLFLLSILEGELQARDEVIGILKAEKMDLALLEAQYGFVTPKKVLEALQRDAFQAKSTPWQEDIYEKPMNELDKVVEKHKESYRRILGQLLVAEKSRRQTILELEEEKRKHKEYMEKSDEFICLLEQECERLKKLIDQEIKSQEEKEQEKEKRVTTLKEELTKLKSFALMVVDEQQRLTAQLTLQRQKIQELTTNAKETHTKLALAEARVQEEEQKATRLEKELQTQTT.... Result: 0 (no interaction). (2) The miRNA is hsa-miR-3160-3p with sequence AGAGCUGAGACUAGAAAGCCCA. The protein sequence of the target gene is MMVHCAGCERPILDRFLLNVLDRAWHIKCVQCCECKTNLSEKCFSREGKLYCKNDFFRRFGTKCAGCAQGISPSDLVRKARSKVFHLNCFTCMVCNKQLSTGEELYVIDENKFVCKDDYLSSSSLKEGSLNSVSSCTDRSLSPDLQDPLQDDPKETDNSTSSDKETANNENEEQNSGTKRRGPRTTIKAKQLETLKAAFAATPKPTRHIREQLAQETGLNMRVIQVWFQNRRSKERRMKQLSALGARRHAFFRSPRRMRPLGGRLDESEMLGSTPYTYYGDYQSDYYAPGGNYDFFAHGP.... Result: 0 (no interaction). (3) The miRNA is hsa-miR-4671-5p with sequence ACCGAAGACUGUGCGCUAAUCU. The protein sequence of the target gene is MAAPGPVSPEAPFDPSKPPVIEGFSPTVYSNPEGFKEKFIRKTRENPMVPIGCLGTAAALTYGLYCFHRGQSHRSQLMMRTRIAAQGFTVVAILLGLAASAMKSQA. Result: 0 (no interaction). (4) Result: 0 (no interaction). The protein sequence of the target gene is METPEVPVGSLIDFGPEAPTSSPLEAPPPVLQDGDGSLGDGASESETTESADSENDMGESPSHPSWDQDRRSSSNESFSSNQSTESTQDEETLALRDFMRGYVEKIFSGGEDLDQEEKAKFGEYCSSENGKGREWFARYVSAQRCNSKCVSEATFYRLVQSFAVVLFECHQMDDFGPAKNLMTMCFTYYHIGKPQLLPPESREKPAGSIDSYLKSANSWLAEKKDIAERLLKNTSARTENVKGFFGGLETKLKGPLARRNEEDENKPQEKRPRAVTAYSPEDEKKGEKIYLYTHLKQQPI.... The miRNA is mmu-miR-377-3p with sequence AUCACACAAAGGCAACUUUUGU. (5) The miRNA is hsa-miR-7108-5p with sequence GUGUGGCCGGCAGGCGGGUGG. The protein sequence of the target gene is MMDQARSAFSNLFGGEPLSYTRFSLARQVDGDNSHVEMKLAADEEENADNNMKASVRKPKRFNGRLCFAAIALVIFFLIGFMSGYLGYCKRVEQKEECVKLAETEETDKSETMETEDVPTSSRLYWADLKTLLSEKLNSIEFADTIKQLSQNTYTPREAGSQKDESLAYYIENQFHEFKFSKVWRDEHYVKIQVKSSIGQNMVTIVQSNGNLDPVESPEGYVAFSKPTEVSGKLVHANFGTKKDFEELSYSVNGSLVIVRAGEITFAEKVANAQSFNAIGVLIYMDKNKFPVVEADLALF.... Result: 0 (no interaction).